The task is: Predict the product of the given reaction.. This data is from Forward reaction prediction with 1.9M reactions from USPTO patents (1976-2016). (1) Given the reactants [F:1][C:2]1[C:3](I)=[C:4]([CH:26]=[CH:27][CH:28]=1)[C:5]([N:7]1[CH2:12][CH2:11][CH2:10][C@@H:9]([CH3:13])[C@H:8]1[CH2:14][N:15]1[C:23](=[O:24])[C:22]2[C:17](=[CH:18][CH:19]=[CH:20][CH:21]=2)[C:16]1=[O:25])=[O:6].C([Sn](CCCC)(CCCC)[C:35]1[N:40]=[CH:39][CH:38]=[CH:37][N:36]=1)CCC.[F-].[Cs+], predict the reaction product. The product is: [F:1][C:2]1[C:3]([C:35]2[N:40]=[CH:39][CH:38]=[CH:37][N:36]=2)=[C:4]([CH:26]=[CH:27][CH:28]=1)[C:5]([N:7]1[CH2:12][CH2:11][CH2:10][C@@H:9]([CH3:13])[C@H:8]1[CH2:14][N:15]1[C:23](=[O:24])[C:22]2[C:17](=[CH:18][CH:19]=[CH:20][CH:21]=2)[C:16]1=[O:25])=[O:6]. (2) Given the reactants [Br:1][C:2]1[CH:7]=[CH:6][C:5](I)=[C:4]([O:9][C:10]([F:13])([F:12])[F:11])[CH:3]=1.C([Li])CCC.[CH:19](N1CCOCC1)=[O:20].C(O)(C)C, predict the reaction product. The product is: [Br:1][C:2]1[CH:7]=[CH:6][C:5]([CH:19]=[O:20])=[C:4]([O:9][C:10]([F:13])([F:12])[F:11])[CH:3]=1. (3) Given the reactants [C:1]([O:5][C:6]([N:8]([CH2:25][C:26]1[CH:31]=[CH:30][C:29]([O:32][CH3:33])=[C:28]([O:34][CH3:35])[CH:27]=1)[C:9]1[N:14]2[N:15]=[C:16]([C:18]3[O:19][CH:20]=[CH:21][CH:22]=3)[N:17]=[C:13]2[CH:12]=[C:11]([CH2:23][OH:24])[N:10]=1)=[O:7])([CH3:4])([CH3:3])[CH3:2].I[CH3:37], predict the reaction product. The product is: [C:1]([O:5][C:6]([N:8]([CH2:25][C:26]1[CH:31]=[CH:30][C:29]([O:32][CH3:33])=[C:28]([O:34][CH3:35])[CH:27]=1)[C:9]1[N:14]2[N:15]=[C:16]([C:18]3[O:19][CH:20]=[CH:21][CH:22]=3)[N:17]=[C:13]2[CH:12]=[C:11]([CH2:23][O:24][CH3:37])[N:10]=1)=[O:7])([CH3:4])([CH3:3])[CH3:2]. (4) Given the reactants [Cl:1][C:2]1[C:3]([N:9]2[CH2:14][CH2:13][N:12]([CH2:15][CH2:16][CH2:17][N:18]3[C:26]4[CH2:25][CH2:24][N:23]([S:27]([CH3:30])(=[O:29])=[O:28])[CH2:22][C:21]=4[C:20]([C:31]4[CH:36]=[CH:35][C:34]([C:37]([F:40])([F:39])[F:38])=[CH:33][CH:32]=4)=[N:19]3)[CH2:11][CH2:10]2)=[C:4]([NH2:8])[CH:5]=[CH:6][CH:7]=1.C[Si]([N:45]=[C:46]=[O:47])(C)C.CO.C(Cl)Cl, predict the reaction product. The product is: [Cl:1][C:2]1[C:3]([N:9]2[CH2:14][CH2:13][N:12]([CH2:15][CH2:16][CH2:17][N:18]3[C:26]4[CH2:25][CH2:24][N:23]([S:27]([CH3:30])(=[O:28])=[O:29])[CH2:22][C:21]=4[C:20]([C:31]4[CH:32]=[CH:33][C:34]([C:37]([F:38])([F:39])[F:40])=[CH:35][CH:36]=4)=[N:19]3)[CH2:11][CH2:10]2)=[C:4]([NH:8][C:46]([NH2:45])=[O:47])[CH:5]=[CH:6][CH:7]=1. (5) Given the reactants [NH2:1][CH:2]1[CH2:7][CH2:6][N:5]([C:8]([O:10][C:11]([CH3:14])([CH3:13])[CH3:12])=[O:9])[CH2:4][CH2:3]1.[Cl:15][CH2:16][CH2:17][CH2:18]N=C=O, predict the reaction product. The product is: [C:11]([O:10][C:8]([N:5]1[CH2:4][CH2:3][CH:2]([NH:1][CH2:18][CH2:17][CH2:16][Cl:15])[CH2:7][CH2:6]1)=[O:9])([CH3:14])([CH3:13])[CH3:12]. (6) The product is: [C:18]([N:13]1[CH2:12][C:11]2[C:15](=[CH:16][CH:17]=[C:9]([NH:8][C:5]3[N:4]=[C:3]([NH:25][C@@H:26]4[CH2:31][CH2:30][CH2:29][N:28]([C:32](=[O:35])[CH:33]=[CH2:34])[CH2:27]4)[C:2]([F:1])=[CH:7][N:6]=3)[CH:10]=2)[CH2:14]1)(=[O:38])[CH3:19]. Given the reactants [F:1][C:2]1[C:3]([NH:25][C@@H:26]2[CH2:31][CH2:30][CH2:29][N:28]([C:32](=[O:35])[CH:33]=[CH2:34])[CH2:27]2)=[N:4][C:5]([NH:8][C:9]2[CH:10]=[C:11]3[C:15](=[CH:16][CH:17]=2)[CH2:14][N:13]([CH2:18][CH:19]2CCNCC2)[CH2:12]3)=[N:6][CH:7]=1.C(Cl)(=[O:38])C, predict the reaction product. (7) Given the reactants [H-].[Na+].[C:3]([O:7][C:8]([N:10]1[CH2:15][CH2:14][N:13]([C:16]([O:18][CH2:19][C:20]2[CH:25]=[CH:24][CH:23]=[CH:22][CH:21]=2)=[O:17])[CH2:12][CH:11]1[CH2:26][CH2:27][OH:28])=[O:9])([CH3:6])([CH3:5])[CH3:4].[CH3:29]I, predict the reaction product. The product is: [C:3]([O:7][C:8]([N:10]1[CH2:15][CH2:14][N:13]([C:16]([O:18][CH2:19][C:20]2[CH:21]=[CH:22][CH:23]=[CH:24][CH:25]=2)=[O:17])[CH2:12][CH:11]1[CH2:26][CH2:27][O:28][CH3:29])=[O:9])([CH3:6])([CH3:5])[CH3:4]. (8) The product is: [C:1]([O:5][C:6]([N:7]([CH2:8][CH:9]1[CH2:11][CH2:10]1)[C@@H:12]1[CH2:14][C@H:13]1[C:15]1[N:16]=[C:17]([C:6]([O:5][CH3:1])=[O:21])[S:18][CH:19]=1)=[O:21])([CH3:4])([CH3:3])[CH3:2]. Given the reactants [C:1]([O:5][C:6](=[O:21])[N:7]([C@@H:12]1[CH2:14][C@H:13]1[C:15]1[N:16]=[C:17](Br)[S:18][CH:19]=1)[CH2:8][CH:9]1[CH2:11][CH2:10]1)([CH3:4])([CH3:3])[CH3:2].C(N(CC)CC)C, predict the reaction product. (9) Given the reactants [Cl:1][C:2]1[CH:7]=[CH:6][C:5]([CH2:8][C@@H:9]([NH:27][C:28]([C@@H:30]2[CH2:39][C:38]3[C:33](=[CH:34][CH:35]=[CH:36][CH:37]=3)[CH2:32][N:31]2C(OC(C)(C)C)=O)=[O:29])[C:10]([N:12]2[CH2:17][CH2:16][CH:15]([C:18]3[CH:23]=[CH:22][CH:21]=[CH:20][C:19]=3[CH2:24][CH2:25][OH:26])[CH2:14][CH2:13]2)=[O:11])=[CH:4][CH:3]=1.C(O)(C(F)(F)F)=O, predict the reaction product. The product is: [Cl:1][C:2]1[CH:3]=[CH:4][C:5]([CH2:8][C@@H:9]([NH:27][C:28]([C@@H:30]2[CH2:39][C:38]3[C:33](=[CH:34][CH:35]=[CH:36][CH:37]=3)[CH2:32][NH:31]2)=[O:29])[C:10]([N:12]2[CH2:17][CH2:16][CH:15]([C:18]3[CH:23]=[CH:22][CH:21]=[CH:20][C:19]=3[CH2:24][CH2:25][OH:26])[CH2:14][CH2:13]2)=[O:11])=[CH:6][CH:7]=1.